This data is from Full USPTO retrosynthesis dataset with 1.9M reactions from patents (1976-2016). The task is: Predict the reactants needed to synthesize the given product. (1) Given the product [NH2:9][C:10]1[CH:17]=[CH:16][CH:15]=[C:14]([O:8][CH:1]2[CH2:7][CH2:6][CH2:5][CH2:4][CH2:3][CH2:2]2)[C:11]=1[C:12]#[N:13], predict the reactants needed to synthesize it. The reactants are: [CH:1]1([OH:8])[CH2:7][CH2:6][CH2:5][CH2:4][CH2:3][CH2:2]1.[NH2:9][C:10]1[CH:17]=[CH:16][CH:15]=[C:14](F)[C:11]=1[C:12]#[N:13]. (2) Given the product [NH:11]1[C:10]2[CH:12]=[CH:13][CH:14]=[CH:15][C:9]=2[N:8]=[C:7]1[CH:4]1[CH2:3][CH2:2][N:1]([C:16]([O:18][C:19]([CH3:22])([CH3:21])[CH3:20])=[O:17])[CH2:6][CH2:5]1, predict the reactants needed to synthesize it. The reactants are: [NH:1]1[CH2:6][CH2:5][CH:4]([C:7]2[NH:11][C:10]3[CH:12]=[CH:13][CH:14]=[CH:15][C:9]=3[N:8]=2)[CH2:3][CH2:2]1.[C:16](O[C:16]([O:18][C:19]([CH3:22])([CH3:21])[CH3:20])=[O:17])([O:18][C:19]([CH3:22])([CH3:21])[CH3:20])=[O:17]. (3) The reactants are: [C:1]([C:3]1[CH:4]=[C:5]2[C:9](=[CH:10][CH:11]=1)[N:8]([C:12]([O:14][C:15]([CH3:18])([CH3:17])[CH3:16])=[O:13])[N:7]=[C:6]2[C:19]1[CH:24]=[CH:23][N:22]=[CH:21][CH:20]=1)#[CH:2].[N:25]([C@@H:28]1[CH2:33][CH2:32][CH2:31][N:30]([C:34]([O:36][C:37]([CH3:40])([CH3:39])[CH3:38])=[O:35])[CH2:29]1)=[N+:26]=[N-:27].[Na+].[Cl-]. Given the product [C:37]([O:36][C:34]([N:30]1[CH2:31][CH2:32][CH2:33][C@@H:28]([N:25]2[CH:2]=[C:1]([C:3]3[CH:4]=[C:5]4[C:9](=[CH:10][CH:11]=3)[N:8]([C:12]([O:14][C:15]([CH3:18])([CH3:17])[CH3:16])=[O:13])[N:7]=[C:6]4[C:19]3[CH:20]=[CH:21][N:22]=[CH:23][CH:24]=3)[N:27]=[N:26]2)[CH2:29]1)=[O:35])([CH3:40])([CH3:38])[CH3:39], predict the reactants needed to synthesize it.